This data is from Peptide-MHC class II binding affinity with 134,281 pairs from IEDB. The task is: Regression. Given a peptide amino acid sequence and an MHC pseudo amino acid sequence, predict their binding affinity value. This is MHC class II binding data. (1) The peptide sequence is GVDYTITVYAVTYYK. The MHC is HLA-DPA10201-DPB11401 with pseudo-sequence HLA-DPA10201-DPB11401. The binding affinity (normalized) is 0.413. (2) The peptide sequence is ASAAILGHDGTVWAQ. The binding affinity (normalized) is 0.181. The MHC is HLA-DPA10103-DPB10201 with pseudo-sequence HLA-DPA10103-DPB10201. (3) The peptide sequence is ADSVKGRFTISRDNS. The binding affinity (normalized) is 0.0952. The MHC is DRB1_0901 with pseudo-sequence DRB1_0901.